Dataset: Forward reaction prediction with 1.9M reactions from USPTO patents (1976-2016). Task: Predict the product of the given reaction. (1) Given the reactants [F:1][C:2]([F:43])([F:42])[C:3]1[CH:4]=[C:5]([C@H:13]([N:15]([CH3:41])[C:16]([N:18]2[CH2:23][CH2:22][N:21]3[C:24](=[O:33])[C:25]([CH2:30][CH2:31]O)([CH2:27][CH2:28][OH:29])[CH2:26][C@H:20]3[C@@H:19]2[C:34]2[CH:39]=[CH:38][CH:37]=[CH:36][C:35]=2[CH3:40])=[O:17])[CH3:14])[CH:6]=[C:7]([C:9]([F:12])([F:11])[F:10])[CH:8]=1.CS(Cl)(=O)=O, predict the reaction product. The product is: [F:12][C:9]([F:10])([F:11])[C:7]1[CH:6]=[C:5]([C@H:13]([N:15]([CH3:41])[C:16]([N:18]2[CH2:23][CH2:22][N:21]3[C:24](=[O:33])[C:25]4([CH2:30][CH2:31][O:29][CH2:28][CH2:27]4)[CH2:26][C@H:20]3[C@@H:19]2[C:34]2[CH:39]=[CH:38][CH:37]=[CH:36][C:35]=2[CH3:40])=[O:17])[CH3:14])[CH:4]=[C:3]([C:2]([F:1])([F:42])[F:43])[CH:8]=1. (2) The product is: [Cl:63][C:64]1[CH:65]=[C:66]([NH:71][C:54]2[C:55]([CH3:60])=[CH:56][C:57]([CH3:59])=[CH:58][C:53]=2[CH3:62])[CH:67]=[C:68]([Cl:70])[CH:69]=1. Given the reactants CC([O-])(C)C.[Na+].C1C=CC(P(C2C(C3C(P(C4C=CC=CC=4)C4C=CC=CC=4)=CC=C4C=3C=CC=C4)=C3C(C=CC=C3)=CC=2)C2C=CC=CC=2)=CC=1.[C:53]1([CH3:62])[CH:58]=[C:57]([CH3:59])[CH:56]=[C:55]([CH3:60])[C:54]=1Br.[Cl:63][C:64]1[CH:65]=[C:66]([NH2:71])[CH:67]=[C:68]([Cl:70])[CH:69]=1, predict the reaction product. (3) The product is: [CH2:15]([N:22]1[CH2:27][CH2:26][CH:25]([NH:28][S:29]([C:32]2[C:41]3[C:36](=[CH:37][CH:38]=[CH:39][CH:40]=3)[C:35]([C:42]#[N:43])=[CH:34][CH:33]=2)(=[O:31])=[O:30])[CH2:24][CH2:23]1)[C:16]1[CH:21]=[CH:20][CH:19]=[CH:18][CH:17]=1.[CH2:15]([N:22]1[CH2:27][CH2:26][CH:25]([NH:28][S:29]([C:32]2[C:41]3[C:36](=[CH:37][CH:38]=[CH:39][CH:40]=3)[C:35]([C:42]([OH:46])=[O:44])=[CH:34][CH:33]=2)(=[O:31])=[O:30])[CH2:24][CH2:23]1)[C:16]1[CH:21]=[CH:20][CH:19]=[CH:18][CH:17]=1. Given the reactants C(OC(N1CCC(N)CC1)=O)(C)(C)C.[CH2:15]([N:22]1[CH2:27][CH2:26][CH:25]([NH:28][S:29]([C:32]2[C:41]3[C:36](=[CH:37][CH:38]=[CH:39][CH:40]=3)[C:35]([C:42]#[N:43])=[CH:34][CH:33]=2)(=[O:31])=[O:30])[CH2:24][CH2:23]1)[C:16]1[CH:21]=[CH:20][CH:19]=[CH:18][CH:17]=1.[OH-:44].[K+].[OH2:46], predict the reaction product. (4) Given the reactants [NH2:1][C:2]1[CH:3]=[CH:4][C:5]([C:8]2[N:13]=[C:12]([OH:14])[C:11]([Cl:15])=[C:10]([CH3:16])[N:9]=2)=[N:6][CH:7]=1.C(N(CC)CC)C.[Cl:24][CH:25]([C:29]1[CH:34]=[CH:33][CH:32]=[CH:31][CH:30]=1)[C:26](Cl)=[O:27], predict the reaction product. The product is: [Cl:24][CH:25]([C:29]1[CH:34]=[CH:33][CH:32]=[CH:31][CH:30]=1)[C:26]([NH:1][C:2]1[CH:7]=[N:6][C:5]([C:8]2[N:13]=[C:12]([OH:14])[C:11]([Cl:15])=[C:10]([CH3:16])[N:9]=2)=[CH:4][CH:3]=1)=[O:27]. (5) Given the reactants [Br:1][C:2]1[CH:3]=[C:4](/[CH:9]=[CH:10]/[C:11]([NH:13][C:14]2([C:20]([NH:22][CH2:23][CH2:24][C:25]3[C:33]4[C:28](=[CH:29][CH:30]=[C:31]([F:34])[CH:32]=4)[NH:27][CH:26]=3)=[O:21])[CH2:19][CH2:18][NH:17][CH2:16][CH2:15]2)=[O:12])[CH:5]=[CH:6][C:7]=1[F:8].CCN(C(C)C)C(C)C.Cl[C:45]([O:47][CH3:48])=[O:46], predict the reaction product. The product is: [Br:1][C:2]1[CH:3]=[C:4](/[CH:9]=[CH:10]/[C:11]([NH:13][C:14]2([C:20](=[O:21])[NH:22][CH2:23][CH2:24][C:25]3[C:33]4[C:28](=[CH:29][CH:30]=[C:31]([F:34])[CH:32]=4)[NH:27][CH:26]=3)[CH2:19][CH2:18][N:17]([C:45]([O:47][CH3:48])=[O:46])[CH2:16][CH2:15]2)=[O:12])[CH:5]=[CH:6][C:7]=1[F:8]. (6) The product is: [Br:51][C:52]1[N:57]=[C:56]([CH2:58][NH:59][C:15]([C@H:9]2[N:8]([C:6]([O:5][C:1]([CH3:2])([CH3:3])[CH3:4])=[O:7])[C@@H:12]([CH3:13])[C@H:11]([F:14])[CH2:10]2)=[O:17])[CH:55]=[C:54]([C:60]2[CH:65]=[N:64][C:63]([C:66]([F:67])([F:69])[F:68])=[N:62][CH:61]=2)[C:53]=1[F:70]. Given the reactants [C:1]([O:5][C:6]([N:8]1[C@@H:12]([CH3:13])[C@H:11]([F:14])[CH2:10][C@H:9]1[C:15]([OH:17])=O)=[O:7])([CH3:4])([CH3:3])[CH3:2].CN(C(ON1N=NC2C=CC=NC1=2)=[N+](C)C)C.F[P-](F)(F)(F)(F)F.CCN(C(C)C)C(C)C.[Br:51][C:52]1[N:57]=[C:56]([CH2:58][NH2:59])[CH:55]=[C:54]([C:60]2[CH:61]=[N:62][C:63]([C:66]([F:69])([F:68])[F:67])=[N:64][CH:65]=2)[C:53]=1[F:70], predict the reaction product.